Predict the product of the given reaction. From a dataset of Forward reaction prediction with 1.9M reactions from USPTO patents (1976-2016). Given the reactants [Cl:1][C:2]1[CH:8]=[CH:7][C:5]([NH2:6])=[CH:4][C:3]=1[C:9]1[CH:14]=[CH:13][CH:12]=[CH:11][N:10]=1.[CH:15]([NH:18][C:19]([C:21]1[CH:29]=[CH:28][C:24]([C:25](O)=[O:26])=[CH:23][N:22]=1)=[O:20])([CH3:17])[CH3:16], predict the reaction product. The product is: [Cl:1][C:2]1[CH:8]=[CH:7][C:5]([NH:6][C:25]([C:24]2[CH:28]=[CH:29][C:21]([C:19]([NH:18][CH:15]([CH3:17])[CH3:16])=[O:20])=[N:22][CH:23]=2)=[O:26])=[CH:4][C:3]=1[C:9]1[CH:14]=[CH:13][CH:12]=[CH:11][N:10]=1.